From a dataset of Reaction yield outcomes from USPTO patents with 853,638 reactions. Predict the reaction yield, written as a fraction of the theoretical maximum amount of product (1.0 means a 100% yield; for example, 0.34 means a 34% yield). The reactants are CC1C=C(N[C:10]2[N:15]=[C:14]([N:16]3[CH:20]=[C:19]([CH2:21]O)C(C)=N3)C(F)=[CH:12][N:11]=2)C=C(C)C=1.[N:25]1([CH2:31][CH2:32][OH:33])[CH2:30][CH2:29][NH:28][CH2:27][CH2:26]1.[BH-](O[C:44]([CH3:46])=O)(OC(C)=O)OC(C)=O.[Na+].[CH2:48](O)[CH3:49].[CH3:51][O:52][C:53]1[CH:54]=[C:55]([CH:57]=[C:58]([O:62][CH3:63])[C:59]=1[O:60][CH3:61])[NH2:56].[C:64](=O)([O-])[O-].[K+].[K+]. The catalyst is ClCCl.C1C=CC(P(C2C=CC=CC=2)[C-]2C=CC=C2)=CC=1.C1C=CC(P(C2C=CC=CC=2)[C-]2C=CC=C2)=CC=1.Cl[Pd]Cl.[Fe+2].O1CCOCC1. The product is [CH3:21][C:19]1[C:44]([CH2:46][N:28]2[CH2:29][CH2:30][N:25]([CH2:31][CH2:32][OH:33])[CH2:26][CH2:27]2)=[CH:64][N:16]([C:14]2[C:48]([CH3:49])=[CH:12][N:11]=[C:10]([NH:56][C:55]3[CH:57]=[C:58]([O:62][CH3:63])[C:59]([O:60][CH3:61])=[C:53]([O:52][CH3:51])[CH:54]=3)[N:15]=2)[CH:20]=1. The yield is 0.750.